From a dataset of Full USPTO retrosynthesis dataset with 1.9M reactions from patents (1976-2016). Predict the reactants needed to synthesize the given product. Given the product [CH2:12]([NH:11][C:8]1[CH:9]=[CH:10][C:5]2[N:6]([C:2]([C:24]3[CH:37]=[CH:36][C:27]([CH2:28][O:29][C:30](=[O:35])[NH:31][CH:32]([CH3:33])[CH3:34])=[CH:26][CH:25]=3)=[CH:3][N:4]=2)[N:7]=1)[CH2:13][CH2:14][CH3:15], predict the reactants needed to synthesize it. The reactants are: Br[C:2]1[N:6]2[N:7]=[C:8]([NH:11][CH2:12][CH2:13][CH2:14][CH3:15])[CH:9]=[CH:10][C:5]2=[N:4][CH:3]=1.CC1(C)C(C)(C)OB([C:24]2[CH:37]=[CH:36][C:27]([CH2:28][O:29][C:30](=[O:35])[NH:31][CH:32]([CH3:34])[CH3:33])=[CH:26][CH:25]=2)O1.C([O-])([O-])=O.[K+].[K+].